This data is from Forward reaction prediction with 1.9M reactions from USPTO patents (1976-2016). The task is: Predict the product of the given reaction. (1) The product is: [CH3:11][N:12]([CH2:15][CH:7]1[C:6](=[O:9])[CH2:5][CH2:4][C:3]2([CH2:2][CH2:1]2)[CH2:8]1)[CH3:13]. Given the reactants [CH2:1]1[C:3]2([CH2:8][CH2:7][C:6](=[O:9])[CH2:5][CH2:4]2)[CH2:2]1.Cl.[CH3:11][NH:12][CH3:13].Cl.[C:15]([O-])([O-])=O.[K+].[K+], predict the reaction product. (2) Given the reactants [CH3:1]C(C)([O-])C.[K+].[CH3:7][O:8][CH2:9][C:10]([CH3:14])([OH:13])[C:11]#[CH:12].CI, predict the reaction product. The product is: [CH3:1][O:13][C:10]([CH3:14])([CH2:9][O:8][CH3:7])[C:11]#[CH:12]. (3) Given the reactants [O:1]([C:8]1[C:9]([NH:21][C:22]2[S:26][N:25]=[C:24]([CH:27]3[CH2:32][CH2:31][N:30](C(OC(C)(C)C)=O)[CH2:29][CH2:28]3)[N:23]=2)=[N:10][CH:11]=[C:12]([S:14][C:15]2[CH:20]=[CH:19][CH:18]=[CH:17][N:16]=2)[CH:13]=1)[C:2]1[CH:7]=[CH:6][CH:5]=[CH:4][CH:3]=1, predict the reaction product. The product is: [O:1]([C:8]1[C:9]([NH:21][C:22]2[S:26][N:25]=[C:24]([CH:27]3[CH2:32][CH2:31][NH:30][CH2:29][CH2:28]3)[N:23]=2)=[N:10][CH:11]=[C:12]([S:14][C:15]2[CH:20]=[CH:19][CH:18]=[CH:17][N:16]=2)[CH:13]=1)[C:2]1[CH:7]=[CH:6][CH:5]=[CH:4][CH:3]=1. (4) Given the reactants [C:1]([C:5]1[O:9][N:8]=[C:7]([NH:10][C:11]([NH:13][C:14]2[CH:19]=[CH:18][CH:17]=[C:16]([SH:20])[CH:15]=2)=[O:12])[CH:6]=1)([CH3:4])([CH3:3])[CH3:2].Cl[C:22]1[C:31]2[C:26](=[CH:27][C:28]3[O:35][CH2:34][CH2:33][O:32][C:29]=3[CH:30]=2)[N:25]=[CH:24][N:23]=1.C([O-])([O-])=O.[Cs+].[Cs+], predict the reaction product. The product is: [C:1]([C:5]1[O:9][N:8]=[C:7]([NH:10][C:11]([NH:13][C:14]2[CH:19]=[CH:18][CH:17]=[C:16]([S:20][C:22]3[C:31]4[C:26](=[CH:27][C:28]5[O:35][CH2:34][CH2:33][O:32][C:29]=5[CH:30]=4)[N:25]=[CH:24][N:23]=3)[CH:15]=2)=[O:12])[CH:6]=1)([CH3:4])([CH3:2])[CH3:3]. (5) The product is: [CH3:1][O:2][C:3]1[CH:4]=[CH:5][C:6]2[S:10][C:9]([S:11]([Cl:20])(=[O:13])=[O:12])=[C:8]([CH3:15])[C:7]=2[CH:16]=1. Given the reactants [CH3:1][O:2][C:3]1[CH:4]=[CH:5][C:6]2[S:10][C:9]([S:11]([O-])(=[O:13])=[O:12])=[C:8]([CH3:15])[C:7]=2[CH:16]=1.[K+].O=P(Cl)(Cl)[Cl:20], predict the reaction product. (6) Given the reactants [NH:1]([C:3]1[CH:4]=[CH:5][C:6]([CH3:9])=[N:7][CH:8]=1)[NH2:2].[CH2:10]([O:12][C:13](=[O:25])[C:14](=O)[CH2:15][C:16]([C:18]1[CH:23]=[CH:22][CH:21]=[CH:20][N:19]=1)=O)[CH3:11], predict the reaction product. The product is: [CH2:10]([O:12][C:13]([C:14]1[CH:15]=[C:16]([C:18]2[CH:23]=[CH:22][CH:21]=[CH:20][N:19]=2)[N:1]([C:3]2[CH:8]=[N:7][C:6]([CH3:9])=[CH:5][CH:4]=2)[N:2]=1)=[O:25])[CH3:11]. (7) Given the reactants [N:1]1[C:8](Cl)=[N:7][C:5](Cl)=[N:4][C:2]=1Cl.[NH2:10][CH3:11].[OH-].[Na+].[NH:14]1[CH2:19][CH2:18][CH2:17][CH:16]([C:20]([OH:22])=[O:21])[CH2:15]1.[CH3:23][N:24]1[CH2:29][CH2:28][NH:27][CH2:26][CH2:25]1, predict the reaction product. The product is: [CH3:11][NH:10][C:2]1[N:4]=[C:5]([N:27]2[CH2:28][CH2:29][N:24]([CH3:23])[CH2:25][CH2:26]2)[N:7]=[C:8]([N:14]2[CH2:19][CH2:18][CH2:17][CH:16]([C:20]([OH:22])=[O:21])[CH2:15]2)[N:1]=1.